Dataset: Full USPTO retrosynthesis dataset with 1.9M reactions from patents (1976-2016). Task: Predict the reactants needed to synthesize the given product. (1) Given the product [CH2:1]([N:8]([CH2:9][CH:10]([O:11][CH2:12][CH3:13])[O:14][CH2:15][CH3:16])[C:36](=[O:37])[C@@H:35]([NH:34][C:32](=[O:33])[O:31][CH2:30][CH:28]1[C:29]2[CH:17]=[CH:18][CH:19]=[CH:20][C:21]=2[C:22]2[C:27]1=[CH:26][CH:25]=[CH:24][CH:23]=2)[CH2:39][C:40]1[CH:45]=[CH:44][C:43]([O:46][C:47]([CH3:50])([CH3:49])[CH3:48])=[CH:42][CH:41]=1)[C:2]1[CH:7]=[CH:6][CH:5]=[CH:4][CH:3]=1, predict the reactants needed to synthesize it. The reactants are: [CH2:1]([NH:8][CH2:9][CH:10]([O:14][CH2:15][CH3:16])[O:11][CH2:12][CH3:13])[C:2]1[CH:7]=[CH:6][CH:5]=[CH:4][CH:3]=1.[CH:17]1[C:29]2[CH:28]([CH2:30][O:31][C:32]([NH:34][C@@H:35]([CH2:39][C:40]3[CH:45]=[CH:44][C:43]([O:46][C:47]([CH3:50])([CH3:49])[CH3:48])=[CH:42][CH:41]=3)[C:36](O)=[O:37])=[O:33])[C:27]3[C:22](=[CH:23][CH:24]=[CH:25][CH:26]=3)[C:21]=2[CH:20]=[CH:19][CH:18]=1. (2) The reactants are: Br(O)(=O)=O.[Br:5][CH2:6][CH2:7][CH2:8][NH2:9].C(N(CC)CC)C.Cl[C:18]([O:20][CH3:21])=[O:19].O. Given the product [CH3:21][O:20][C:18](=[O:19])[NH:9][CH2:8][CH2:7][CH2:6][Br:5], predict the reactants needed to synthesize it.